Predict the reaction yield, written as a fraction of the theoretical maximum amount of product (1.0 means a 100% yield; for example, 0.34 means a 34% yield). From a dataset of Reaction yield outcomes from USPTO patents with 853,638 reactions. The reactants are [O:1]1[CH2:6][CH2:5][CH:4]([OH:7])[CH2:3][CH2:2]1.[F:8][C:9]1[CH:14]=[C:13](O)[CH:12]=[C:11]([F:16])[C:10]=1[C:17]1[N:22]=[C:21]([C:23]([O:25][CH3:26])=[O:24])[CH:20]=[CH:19][CH:18]=1.C1C=CC(P(C2C=CC=CC=2)C2C=CC=CC=2)=CC=1.CC(OC(/N=N/C(OC(C)C)=O)=O)C. The catalyst is C1COCC1. The product is [F:8][C:9]1[CH:14]=[C:13]([O:7][CH:4]2[CH2:5][CH2:6][O:1][CH2:2][CH2:3]2)[CH:12]=[C:11]([F:16])[C:10]=1[C:17]1[N:22]=[C:21]([C:23]([O:25][CH3:26])=[O:24])[CH:20]=[CH:19][CH:18]=1. The yield is 0.740.